From a dataset of Peptide-MHC class I binding affinity with 185,985 pairs from IEDB/IMGT. Regression. Given a peptide amino acid sequence and an MHC pseudo amino acid sequence, predict their binding affinity value. This is MHC class I binding data. (1) The peptide sequence is FTLVASVTI. The MHC is HLA-A02:02 with pseudo-sequence HLA-A02:02. The binding affinity (normalized) is 0.281. (2) The peptide sequence is VRDVVMPAL. The MHC is HLA-A02:06 with pseudo-sequence HLA-A02:06. The binding affinity (normalized) is 0.0847. (3) The peptide sequence is ILNSDDEQA. The MHC is HLA-A02:19 with pseudo-sequence HLA-A02:19. The binding affinity (normalized) is 0.316. (4) The MHC is HLA-A02:07 with pseudo-sequence HLA-A02:07. The binding affinity (normalized) is 0.578. The peptide sequence is KLPSDYFPSV. (5) The peptide sequence is ISPDEIVIKF. The MHC is Mamu-A01 with pseudo-sequence Mamu-A01. The binding affinity (normalized) is 1.00. (6) The peptide sequence is SRWRIRSGL. The MHC is HLA-A01:01 with pseudo-sequence HLA-A01:01. The binding affinity (normalized) is 0.0847. (7) The peptide sequence is FNNTKFDYY. The MHC is HLA-A01:01 with pseudo-sequence HLA-A01:01. The binding affinity (normalized) is 0.00406.